From a dataset of Full USPTO retrosynthesis dataset with 1.9M reactions from patents (1976-2016). Predict the reactants needed to synthesize the given product. Given the product [CH2:11]([C@@:13]12[C@@:24]([CH2:26][CH2:27][C:28]3[C:33]([CH:34]([F:68])[C:35]([N:37]([C@H:39]([CH3:48])[C@H:40]([OH:47])[C:41]4[CH:46]=[CH:45][CH:44]=[CH:43][CH:42]=4)[CH3:38])=[O:36])=[C:32]([O:49][CH3:50])[CH:31]=[CH:30][N:29]=3)([OH:25])[CH2:23][CH2:22][C:21]1=[CH:20][C:19]1[N:18]([C:51]3[CH:52]=[CH:53][C:54]([F:57])=[CH:55][CH:56]=3)[N:17]=[CH:16][C:15]=1[CH2:14]2)[CH3:12], predict the reactants needed to synthesize it. The reactants are: [Li+].[Cl-].[Li+].CC([N-]C(C)C)C.[CH2:11]([C@@:13]12[C@@:24]([CH2:26][CH2:27][C:28]3[C:33]([CH2:34][C:35]([N:37]([C@H:39]([CH3:48])[C@H:40]([OH:47])[C:41]4[CH:46]=[CH:45][CH:44]=[CH:43][CH:42]=4)[CH3:38])=[O:36])=[C:32]([O:49][CH3:50])[CH:31]=[CH:30][N:29]=3)([OH:25])[CH2:23][CH2:22][C:21]1=[CH:20][C:19]1[N:18]([C:51]3[CH:56]=[CH:55][C:54]([F:57])=[CH:53][CH:52]=3)[N:17]=[CH:16][C:15]=1[CH2:14]2)[CH3:12].C1C=CC(S(N(S(C2C=CC=CC=2)(=O)=O)[F:68])(=O)=O)=CC=1.